From a dataset of Catalyst prediction with 721,799 reactions and 888 catalyst types from USPTO. Predict which catalyst facilitates the given reaction. (1) Reactant: [C]=O.[F:3][CH2:4][C:5]1([CH2:27][F:28])[CH:10]=[C:9](OS(C(F)(F)F)(=O)=O)[C:8]2[CH:19]=[C:20]([C:23]([F:26])([F:25])[F:24])[CH:21]=[CH:22][C:7]=2[O:6]1.[C:29]([O-:32])(=[O:31])C.[K+]. Product: [F:3][CH2:4][C:5]1([CH2:27][F:28])[CH:10]=[C:9]([C:29]([OH:32])=[O:31])[C:8]2[CH:19]=[C:20]([C:23]([F:24])([F:25])[F:26])[CH:21]=[CH:22][C:7]=2[O:6]1. The catalyst class is: 80. (2) Reactant: [CH3:1][C:2]([CH3:33])([CH3:32])[CH2:3][C:4]([NH:6][C:7]1[C:8]([CH3:31])=[C:9]([CH3:30])[C:10]2[O:14][CH2:13][CH:12]([C:15]3[CH:20]=[CH:19][C:18](/[CH:21]=[CH:22]/[C:23]([O:25][CH2:26][CH3:27])=[O:24])=[CH:17][CH:16]=3)[C:11]=2[C:28]=1[CH3:29])=[O:5]. Product: [CH3:32][C:2]([CH3:1])([CH3:33])[CH2:3][C:4]([NH:6][C:7]1[C:8]([CH3:31])=[C:9]([CH3:30])[C:10]2[O:14][CH2:13][CH:12]([C:15]3[CH:20]=[CH:19][C:18]([CH2:21][CH2:22][C:23]([O:25][CH2:26][CH3:27])=[O:24])=[CH:17][CH:16]=3)[C:11]=2[C:28]=1[CH3:29])=[O:5]. The catalyst class is: 175. (3) Reactant: [N:1]1[CH:6]=[CH:5][CH:4]=[CH:3][CH:2]=1.S(Cl)([Cl:9])=O. Product: [ClH:9].[Cl-:9].[N:1]1[CH:6]=[CH:5][C:4]([N+:1]2[CH:6]=[CH:5][CH:4]=[CH:3][CH:2]=2)=[CH:3][CH:2]=1. The catalyst class is: 13. (4) Reactant: [Cl:1][C:2]1[CH:31]=[CH:30][CH:29]=[C:28]([Cl:32])[C:3]=1[CH2:4][C:5]1[N:6]=[C:7]([NH:16][C:17]2[CH:25]=[CH:24][C:20]([C:21]([OH:23])=O)=[CH:19][C:18]=2[O:26][CH3:27])[C:8]2[C:9](=[O:15])[NH:10][CH:11]=[CH:12][C:13]=2[CH:14]=1.[N:33]1([CH2:39][CH2:40][NH2:41])[CH2:38][CH2:37][CH2:36][CH2:35][CH2:34]1.N1(OC(N(C)C)=[N+](C)C)C2N=CC=CC=2N=N1.C(N(CC)C(C)C)(C)C. Product: [Cl:1][C:2]1[CH:31]=[CH:30][CH:29]=[C:28]([Cl:32])[C:3]=1[CH2:4][C:5]1[N:6]=[C:7]([NH:16][C:17]2[CH:25]=[CH:24][C:20]([C:21]([NH:41][CH2:40][CH2:39][N:33]3[CH2:38][CH2:37][CH2:36][CH2:35][CH2:34]3)=[O:23])=[CH:19][C:18]=2[O:26][CH3:27])[C:8]2[C:9](=[O:15])[NH:10][CH:11]=[CH:12][C:13]=2[CH:14]=1. The catalyst class is: 46. (5) Reactant: [NH2:1][C:2]1[C:3]([C:19]([NH2:21])=[O:20])=[N:4][C:5]([C:9]2[CH:14]=[CH:13][C:12](=[O:15])[N:11]([CH:16]([CH3:18])[CH3:17])[N:10]=2)=[CH:6][N+:7]=1[O-].[OH-].[Na+].P(Cl)(Cl)([Cl:26])=O. Product: [NH2:1][C:2]1[C:3]([C:19]([NH2:21])=[O:20])=[N:4][C:5]([C:9]2[CH:14]=[CH:13][C:12](=[O:15])[N:11]([CH:16]([CH3:18])[CH3:17])[N:10]=2)=[C:6]([Cl:26])[N:7]=1. The catalyst class is: 3. (6) The catalyst class is: 3. Reactant: [N:1]1[CH:6]=[CH:5][C:4]([C:7]2[NH:34][C:10]3[N:11]=[CH:12][N:13]=[C:14]([C:15]4[CH:16]=[C:17]([NH:21][C:22](=[O:33])[C:23]5[CH:28]=[CH:27][CH:26]=[C:25]([C:29]([F:32])([F:31])[F:30])[CH:24]=5)[CH:18]=[CH:19][CH:20]=4)[C:9]=3[CH:8]=2)=[CH:3][CH:2]=1.[H-].[Na+].Cl.Cl[CH2:39][CH2:40][N:41]1[CH2:45][CH2:44][CH2:43][CH2:42]1.C(=O)(O)[O-].[Na+]. Product: [N:1]1[CH:2]=[CH:3][C:4]([C:7]2[N:34]([CH2:39][CH2:40][N:41]3[CH2:45][CH2:44][CH2:43][CH2:42]3)[C:10]3[N:11]=[CH:12][N:13]=[C:14]([C:15]4[CH:16]=[C:17]([NH:21][C:22](=[O:33])[C:23]5[CH:28]=[CH:27][CH:26]=[C:25]([C:29]([F:31])([F:30])[F:32])[CH:24]=5)[CH:18]=[CH:19][CH:20]=4)[C:9]=3[CH:8]=2)=[CH:5][CH:6]=1.